This data is from Peptide-MHC class I binding affinity with 185,985 pairs from IEDB/IMGT. The task is: Regression. Given a peptide amino acid sequence and an MHC pseudo amino acid sequence, predict their binding affinity value. This is MHC class I binding data. (1) The MHC is HLA-A29:02 with pseudo-sequence HLA-A29:02. The binding affinity (normalized) is 0.157. The peptide sequence is LTDNDDILM. (2) The peptide sequence is MACHRVLTY. The binding affinity (normalized) is 0.0847. The MHC is HLA-A25:01 with pseudo-sequence HLA-A25:01. (3) The peptide sequence is ERPIFPHPSKPTFLP. The MHC is HLA-B44:02 with pseudo-sequence HLA-B44:02. The binding affinity (normalized) is 0.00631. (4) The peptide sequence is IVRCCAGDDI. The binding affinity (normalized) is 0.143. The MHC is HLA-A02:01 with pseudo-sequence HLA-A02:01. (5) The peptide sequence is MFWKLPPWL. The MHC is HLA-A02:12 with pseudo-sequence HLA-A02:12. The binding affinity (normalized) is 0.0847. (6) The peptide sequence is VFDSKLISEK. The MHC is HLA-A03:01 with pseudo-sequence HLA-A03:01. The binding affinity (normalized) is 0.354. (7) The peptide sequence is FLLVTLAIL. The MHC is HLA-A02:02 with pseudo-sequence HLA-A02:02. The binding affinity (normalized) is 1.00. (8) The peptide sequence is GLTPEQKAY. The MHC is HLA-A03:01 with pseudo-sequence HLA-A03:01. The binding affinity (normalized) is 0. (9) The peptide sequence is LTYQNKVVK. The MHC is HLA-A11:01 with pseudo-sequence HLA-A11:01. The binding affinity (normalized) is 0.607.